This data is from NCI-60 drug combinations with 297,098 pairs across 59 cell lines. The task is: Regression. Given two drug SMILES strings and cell line genomic features, predict the synergy score measuring deviation from expected non-interaction effect. Drug 1: CCC(=C(C1=CC=CC=C1)C2=CC=C(C=C2)OCCN(C)C)C3=CC=CC=C3.C(C(=O)O)C(CC(=O)O)(C(=O)O)O. Drug 2: CC12CCC3C(C1CCC2OP(=O)(O)O)CCC4=C3C=CC(=C4)OC(=O)N(CCCl)CCCl.[Na+]. Cell line: BT-549. Synergy scores: CSS=11.7, Synergy_ZIP=-5.52, Synergy_Bliss=-3.89, Synergy_Loewe=-3.23, Synergy_HSA=-3.13.